Dataset: Peptide-MHC class I binding affinity with 185,985 pairs from IEDB/IMGT. Task: Regression. Given a peptide amino acid sequence and an MHC pseudo amino acid sequence, predict their binding affinity value. This is MHC class I binding data. The peptide sequence is ISFLRRAI. The MHC is H-2-Kb with pseudo-sequence H-2-Kb. The binding affinity (normalized) is 0.553.